The task is: Predict the reaction yield, written as a fraction of the theoretical maximum amount of product (1.0 means a 100% yield; for example, 0.34 means a 34% yield).. This data is from Reaction yield outcomes from USPTO patents with 853,638 reactions. The reactants are Br[C:2]1[CH:22]=[CH:21][C:5]2[O:6][CH2:7][CH2:8][C:9]3[N:10]([N:11]=[C:12]([C:18]([NH2:20])=[O:19])[C:13]=3[C:14]([NH:16][CH3:17])=[O:15])[C:4]=2[CH:3]=1.[C:23]([C@:25]1([OH:32])[CH2:29][CH2:28][N:27]([CH3:30])[C:26]1=[O:31])#[CH:24]. No catalyst specified. The product is [OH:32][C@@:25]1([C:23]#[C:24][C:2]2[CH:22]=[CH:21][C:5]3[O:6][CH2:7][CH2:8][C:9]4[N:10]([N:11]=[C:12]([C:18]([NH2:20])=[O:19])[C:13]=4[C:14]([NH:16][CH3:17])=[O:15])[C:4]=3[CH:3]=2)[CH2:29][CH2:28][N:27]([CH3:30])[C:26]1=[O:31]. The yield is 0.250.